Dataset: Forward reaction prediction with 1.9M reactions from USPTO patents (1976-2016). Task: Predict the product of the given reaction. (1) The product is: [CH3:27][C:28]1[O:32][C:31]([CH2:33][C:34]2[CH:35]=[C:36]([CH2:40][C:41]([NH:1][C:2]3[N:7]=[N:6][C:5]([CH2:8][CH2:9][CH2:10][CH2:11][C:12]4[S:16][C:15]([NH:17][C:18](=[O:26])[CH2:19][C:20]5[CH:21]=[CH:22][CH:23]=[CH:24][CH:25]=5)=[N:14][N:13]=4)=[CH:4][CH:3]=3)=[O:42])[CH:37]=[CH:38][CH:39]=2)=[N:30][N:29]=1. Given the reactants [NH2:1][C:2]1[N:7]=[N:6][C:5]([CH2:8][CH2:9][CH2:10][CH2:11][C:12]2[S:16][C:15]([NH:17][C:18](=[O:26])[CH2:19][C:20]3[CH:25]=[CH:24][CH:23]=[CH:22][CH:21]=3)=[N:14][N:13]=2)=[CH:4][CH:3]=1.[CH3:27][C:28]1[O:32][C:31]([CH2:33][C:34]2[CH:35]=[C:36]([CH2:40][C:41](O)=[O:42])[CH:37]=[CH:38][CH:39]=2)=[N:30][N:29]=1.C(N=C=NCCCN(C)C)C.ON1C2C=CC=CC=2N=N1, predict the reaction product. (2) Given the reactants [C:1]([C:4]1[CH:9]=[CH:8][C:7]([S:10](Cl)(=[O:12])=[O:11])=[CH:6][CH:5]=1)(=[O:3])[CH3:2].[CH3:14][O:15][CH2:16][CH2:17][NH:18][CH3:19].N1C=CC=CC=1, predict the reaction product. The product is: [C:1]([C:4]1[CH:9]=[CH:8][C:7]([S:10]([N:18]([CH2:17][CH2:16][O:15][CH3:14])[CH3:19])(=[O:12])=[O:11])=[CH:6][CH:5]=1)(=[O:3])[CH3:2]. (3) The product is: [Cl:3][C:4]1[C:11]([C:12]([F:14])([F:15])[F:13])=[CH:10][CH:9]=[CH:8][C:5]=1[CH2:6][OH:7]. Given the reactants [BH4-].[Na+].[Cl:3][C:4]1[C:11]([C:12]([F:15])([F:14])[F:13])=[CH:10][CH:9]=[CH:8][C:5]=1[CH:6]=[O:7].S([O-])(O)(=O)=O.[Na+], predict the reaction product. (4) Given the reactants [CH2:1]([O:8][CH2:9][CH2:10][CH:11]([CH:13]([CH2:21][C@H:22]([NH:30][C:31]([O:33][C:34]([CH3:37])([CH3:36])[CH3:35])=[O:32])[C:23]([O:25][C:26]([CH3:29])([CH3:28])[CH3:27])=[O:24])[C:14]([O:16][C:17]([CH3:20])([CH3:19])[CH3:18])=[O:15])[OH:12])[C:2]1[CH:7]=[CH:6][CH:5]=[CH:4][CH:3]=1.C(N(CC)CC)C.[CH3:45][S:46](Cl)(=[O:48])=[O:47], predict the reaction product. The product is: [CH2:1]([O:8][CH2:9][CH2:10][CH:11]([CH:13]([CH2:21][C@H:22]([NH:30][C:31]([O:33][C:34]([CH3:37])([CH3:36])[CH3:35])=[O:32])[C:23]([O:25][C:26]([CH3:27])([CH3:28])[CH3:29])=[O:24])[C:14]([O:16][C:17]([CH3:19])([CH3:20])[CH3:18])=[O:15])[O:12][S:46]([CH3:45])(=[O:48])=[O:47])[C:2]1[CH:3]=[CH:4][CH:5]=[CH:6][CH:7]=1.